From a dataset of Reaction yield outcomes from USPTO patents with 853,638 reactions. Predict the reaction yield, written as a fraction of the theoretical maximum amount of product (1.0 means a 100% yield; for example, 0.34 means a 34% yield). The reactants are [CH3:1][N:2]([S:23]([C:26]1[S:27][CH:28]=[CH:29][CH:30]=1)(=[O:25])=[O:24])[C:3]1[CH:4]=[CH:5][CH:6]=[C:7]2[C:11]=1[NH:10][C:9]([C:12]1[S:13][CH:14]([CH2:17]C(OCC)=O)[CH2:15][N:16]=1)=[CH:8]2.[CH3:31][Mg]Br.[Cl-].[NH4+].[O:36]1[CH2:40][CH2:39]CC1. No catalyst specified. The product is [OH:36][C:40]([CH3:39])([CH3:31])[CH2:17][CH:14]1[S:13][C:12]([C:9]2[NH:10][C:11]3[C:7]([CH:8]=2)=[CH:6][CH:5]=[CH:4][C:3]=3[N:2]([CH3:1])[S:23]([C:26]2[S:27][CH:28]=[CH:29][CH:30]=2)(=[O:24])=[O:25])=[N:16][CH2:15]1. The yield is 0.720.